Dataset: Catalyst prediction with 721,799 reactions and 888 catalyst types from USPTO. Task: Predict which catalyst facilitates the given reaction. (1) Reactant: [Br:1][C:2]1[C:7]([OH:8])=[CH:6][CH:5]=[C:4](I)[N:3]=1.[Cl:10][C:11]1[CH:16]=[CH:15][C:14](B(O)O)=[CH:13][CH:12]=1.C(=O)([O-])[O-].[K+].[K+]. Product: [Br:1][C:2]1[C:7]([OH:8])=[CH:6][CH:5]=[C:4]([C:14]2[CH:15]=[CH:16][C:11]([Cl:10])=[CH:12][CH:13]=2)[N:3]=1. The catalyst class is: 437. (2) Reactant: [C:1]1([CH3:10])[CH:6]=[CH:5][C:4]([C:7](Cl)=[O:8])=[CH:3][CH:2]=1.[C:11]([OH:15])([CH3:14])([CH3:13])[CH3:12].N1C=CC=CC=1. Product: [CH3:10][C:1]1[CH:6]=[CH:5][C:4]([C:7]([O:15][C:11]([CH3:14])([CH3:13])[CH3:12])=[O:8])=[CH:3][CH:2]=1. The catalyst class is: 6.